Dataset: CYP2C19 inhibition data for predicting drug metabolism from PubChem BioAssay. Task: Regression/Classification. Given a drug SMILES string, predict its absorption, distribution, metabolism, or excretion properties. Task type varies by dataset: regression for continuous measurements (e.g., permeability, clearance, half-life) or binary classification for categorical outcomes (e.g., BBB penetration, CYP inhibition). Dataset: cyp2c19_veith. The molecule is COc1ccc(NC(=O)N2CC3(CCN(C(C)=O)CC3)C2)cc1. The result is 0 (non-inhibitor).